Dataset: Reaction yield outcomes from USPTO patents with 853,638 reactions. Task: Predict the reaction yield, written as a fraction of the theoretical maximum amount of product (1.0 means a 100% yield; for example, 0.34 means a 34% yield). (1) The product is [CH3:14][O:13][C:5]1[CH:6]=[CH:7][C:8]([N+:10]([O-:12])=[O:11])=[CH:9][C:4]=1[CH2:3][OH:2]. The yield is 0.760. No catalyst specified. The reactants are C[O:2][CH:3](O)[C:4]1[CH:9]=[C:8]([N+:10]([O-:12])=[O:11])[CH:7]=[CH:6][C:5]=1[O:13][CH3:14].OCC1C=C([N+]([O-])=O)C=CC=1O. (2) The reactants are [C:1]([O:5][C:6]([N:8]1[CH2:13][CH2:12][CH:11]([C:14]([C:17]2[S:18][CH:19]=[CH:20][C:21]=2Br)=[N:15][OH:16])[CH2:10][CH2:9]1)=[O:7])([CH3:4])([CH3:3])[CH3:2].[OH-].[K+]. The catalyst is COCCO.O.[Cu]. The product is [C:1]([O:5][C:6]([N:8]1[CH2:13][CH2:12][CH:11]([C:14]2[C:17]3[S:18][CH:19]=[CH:20][C:21]=3[O:16][N:15]=2)[CH2:10][CH2:9]1)=[O:7])([CH3:4])([CH3:3])[CH3:2]. The yield is 0.500. (3) The reactants are [C:1]([CH:5]1[CH2:13][C:12]2[C:7](=[CH:8][C:9]([N+:14]([O-:16])=[O:15])=[CH:10][CH:11]=2)[NH:6]1)([CH3:4])([CH3:3])[CH3:2].C(C1C(=O)C(Cl)=C(Cl)C(=O)C=1C#N)#N. The catalyst is O1CCOCC1. The product is [C:1]([C:5]1[NH:6][C:7]2[C:12]([CH:13]=1)=[CH:11][CH:10]=[C:9]([N+:14]([O-:16])=[O:15])[CH:8]=2)([CH3:4])([CH3:2])[CH3:3]. The yield is 0.800. (4) The reactants are [Br:1][C:2]1[CH:3]=[C:4]([CH:7]=[CH:8][CH:9]=1)[CH2:5]Br.[NH:10]1[CH2:14][CH2:13][NH:12][C:11]1=[O:15].C(=O)([O-])[O-].[K+].[K+]. The catalyst is CC(O)C. The product is [Br:1][C:2]1[CH:3]=[C:4]([CH:7]=[CH:8][CH:9]=1)[CH2:5][N:10]1[CH2:14][CH2:13][NH:12][C:11]1=[O:15]. The yield is 0.440. (5) The reactants are [Br:1][C:2]1[C:3](=[O:21])[NH:4][C:5](=[O:20])[N:6]([CH2:8][C:9]2[C:14]([C:15]([F:18])([F:17])[F:16])=[CH:13][CH:12]=[CH:11][C:10]=2[F:19])[CH:7]=1.[C:35]1(P([C:35]2[CH:40]=[CH:39][CH:38]=[CH:37][CH:36]=2)[C:35]2[CH:40]=[CH:39][CH:38]=[CH:37][CH:36]=2)[CH:40]=[CH:39][CH:38]=[CH:37][CH:36]=1.CC(OC(/[N:48]=N/C(OC(C)(C)C)=O)=O)(C)C.Cl.[CH2:58]1[CH2:62]OCC1. No catalyst specified. The product is [NH2:48][C@H:62]([C:35]1[CH:36]=[CH:37][CH:38]=[CH:39][CH:40]=1)[CH2:58][N:4]1[C:3](=[O:21])[C:2]([Br:1])=[CH:7][N:6]([CH2:8][C:9]2[C:14]([C:15]([F:18])([F:17])[F:16])=[CH:13][CH:12]=[CH:11][C:10]=2[F:19])[C:5]1=[O:20]. The yield is 0.980. (6) The reactants are [O:1]1[CH2:6][CH2:5][CH2:4][CH2:3][N:2]1[C:7]1[N:12]=[C:11]([NH:13][CH2:14][CH2:15][CH3:16])[N:10]=[C:9]([NH:17][CH2:18][CH2:19][CH3:20])[N:8]=1.[OH:21][S:22]([OH:25])(=[O:24])=[O:23]. No catalyst specified. The product is [S:22]([OH:25])([OH:24])(=[O:23])=[O:21].[O:1]1[CH2:6][CH2:5][CH2:4][CH2:3][N:2]1[C:7]1[N:12]=[C:11]([NH:13][CH2:14][CH2:15][CH3:16])[N:10]=[C:9]([NH:17][CH2:18][CH2:19][CH3:20])[N:8]=1. The yield is 1.00. (7) The reactants are [Cl:1][C:2]1[CH:10]=[C:9]2[C:5]([C:6]([CH3:11])=[CH:7][NH:8]2)=[CH:4][CH:3]=1.[H-].[Na+].[CH3:14][O:15][C:16]1[CH:21]=[CH:20][C:19]([S:22](Cl)(=[O:24])=[O:23])=[CH:18][C:17]=1[N:26]1[CH2:31][CH2:30][N:29]([C:32](=[O:37])[C:33]([Cl:36])([Cl:35])[Cl:34])[CH2:28][CH2:27]1. The catalyst is C1COCC1. The product is [Cl:36][C:33]([Cl:34])([Cl:35])[C:32]([N:29]1[CH2:30][CH2:31][N:26]([C:17]2[CH:18]=[C:19]([S:22]([N:8]3[C:9]4[C:5](=[CH:4][CH:3]=[C:2]([Cl:1])[CH:10]=4)[C:6]([CH3:11])=[CH:7]3)(=[O:23])=[O:24])[CH:20]=[CH:21][C:16]=2[O:15][CH3:14])[CH2:27][CH2:28]1)=[O:37]. The yield is 0.702.